From a dataset of Reaction yield outcomes from USPTO patents with 853,638 reactions. Predict the reaction yield, written as a fraction of the theoretical maximum amount of product (1.0 means a 100% yield; for example, 0.34 means a 34% yield). The reactants are Br[C:2]1[CH:3]=[N:4][CH:5]=[C:6]([Br:8])[CH:7]=1.C[Si](C)(C)[C:11]#[C:12][CH3:13].C(N(CC)CC)C.[F-].C([N+](CCCC)(CCCC)CCCC)CCC. The catalyst is C1(C)C=CC=CC=1.[Cu]I.C1C=CC([P]([Pd]([P](C2C=CC=CC=2)(C2C=CC=CC=2)C2C=CC=CC=2)([P](C2C=CC=CC=2)(C2C=CC=CC=2)C2C=CC=CC=2)[P](C2C=CC=CC=2)(C2C=CC=CC=2)C2C=CC=CC=2)(C2C=CC=CC=2)C2C=CC=CC=2)=CC=1.O. The product is [Br:8][C:6]1[CH:5]=[N:4][CH:3]=[C:2]([C:11]#[C:12][CH3:13])[CH:7]=1. The yield is 0.660.